This data is from Catalyst prediction with 721,799 reactions and 888 catalyst types from USPTO. The task is: Predict which catalyst facilitates the given reaction. Reactant: [F:1][C:2]([F:32])([F:31])[C:3]1[CH:26]=[C:25]([C:27]([F:30])([F:29])[F:28])[CH:24]=[CH:23][C:4]=1[CH2:5][O:6][C:7]1[CH:12]=[CH:11][C:10]([CH:13]=[C:14]2[S:18]C(=S)[NH:16][C:15]2=[O:20])=[CH:9][C:8]=1[O:21][CH3:22].IC.[CH3:35]N(C=O)C.[CH3:40][N:41]1[CH2:46][CH2:45][NH:44][CH2:43][CH2:42]1. Product: [F:1][C:2]([F:31])([F:32])[C:3]1[CH:26]=[C:25]([C:27]([F:28])([F:29])[F:30])[CH:24]=[CH:23][C:4]=1[CH2:5][O:6][C:7]1[CH:12]=[CH:11][C:10]([CH:13]=[C:14]2[S:18][C:40]([N:41]3[CH2:46][CH2:45][N:44]([CH3:35])[CH2:43][CH2:42]3)=[N:16][C:15]2=[O:20])=[CH:9][C:8]=1[O:21][CH3:22]. The catalyst class is: 25.